Predict which catalyst facilitates the given reaction. From a dataset of Catalyst prediction with 721,799 reactions and 888 catalyst types from USPTO. Reactant: [C:1]([C:5]1[NH:6][C:7]2[C:12]([CH:13]=1)=[CH:11][C:10]([NH2:14])=[CH:9][CH:8]=2)([CH3:4])([CH3:3])[CH3:2].[CH3:15][O:16][C:17]1[CH:22]=[CH:21][C:20]([C:23]2([C:26](O)=[O:27])[CH2:25][CH2:24]2)=[CH:19][CH:18]=1.C(N(CC)CC)C.F[P-](F)(F)(F)(F)F.C[N+](C)=C(N(C)C)O. Product: [C:1]([C:5]1[NH:6][C:7]2[C:12]([CH:13]=1)=[CH:11][C:10]([NH:14][C:26]([C:23]1([C:20]3[CH:19]=[CH:18][C:17]([O:16][CH3:15])=[CH:22][CH:21]=3)[CH2:25][CH2:24]1)=[O:27])=[CH:9][CH:8]=2)([CH3:4])([CH3:2])[CH3:3]. The catalyst class is: 9.